The task is: Predict the reactants needed to synthesize the given product.. This data is from Full USPTO retrosynthesis dataset with 1.9M reactions from patents (1976-2016). The reactants are: C(OC([NH:8][C@@H:9]1[CH2:14][C@@H:13]([C:15](=[O:19])[N:16]([CH3:18])[CH3:17])[CH2:12][CH2:11][C@@H:10]1[NH:20][C:21]([C:23]1[NH:24][C:25]2[C:30]([CH:31]=1)=[CH:29][C:28]([Cl:32])=[CH:27][CH:26]=2)=[O:22])=O)(C)(C)C.[F:33][C:34]([F:39])([F:38])[C:35]([OH:37])=[O:36]. Given the product [F:33][C:34]([F:39])([F:38])[C:35]([OH:37])=[O:36].[Cl:32][C:28]1[CH:29]=[C:30]2[C:25](=[CH:26][CH:27]=1)[NH:24][C:23]([C:21]([NH:20][C@H:10]1[CH2:11][CH2:12][C@H:13]([C:15](=[O:19])[N:16]([CH3:17])[CH3:18])[CH2:14][C@H:9]1[NH2:8])=[O:22])=[CH:31]2, predict the reactants needed to synthesize it.